From a dataset of Peptide-MHC class II binding affinity with 134,281 pairs from IEDB. Regression. Given a peptide amino acid sequence and an MHC pseudo amino acid sequence, predict their binding affinity value. This is MHC class II binding data. (1) The peptide sequence is SVQVRGELAAEEVEV. The MHC is HLA-DQA10201-DQB10202 with pseudo-sequence HLA-DQA10201-DQB10202. The binding affinity (normalized) is 0.517. (2) The binding affinity (normalized) is 0.191. The peptide sequence is AIFVHGPTTVESHGN. The MHC is DRB1_0404 with pseudo-sequence DRB1_0404. (3) The MHC is DRB1_0802 with pseudo-sequence DRB1_0802. The binding affinity (normalized) is 0.575. The peptide sequence is ITMLTNGQCQNITVV. (4) The peptide sequence is NEDHWFSRDNSYSGV. The MHC is DRB1_0401 with pseudo-sequence DRB1_0401. The binding affinity (normalized) is 0.715.